Dataset: Catalyst prediction with 721,799 reactions and 888 catalyst types from USPTO. Task: Predict which catalyst facilitates the given reaction. (1) Reactant: [NH2:1][CH2:2][CH2:3][CH2:4][N:5]1[CH2:10][CH2:9][NH:8][C:7](=[O:11])[CH2:6]1.C(N(CC)CC)C.O1CCOCC1.Cl[C:26]1[CH:31]=[CH:30][C:29]([S:32]([NH2:35])(=[O:34])=[O:33])=[CH:28][C:27]=1[N+:36]([O-:38])=[O:37]. Product: [N+:36]([C:27]1[CH:28]=[C:29]([S:32]([NH2:35])(=[O:33])=[O:34])[CH:30]=[CH:31][C:26]=1[NH:1][CH2:2][CH2:3][CH2:4][N:5]1[CH2:10][CH2:9][NH:8][C:7](=[O:11])[CH2:6]1)([O-:38])=[O:37]. The catalyst class is: 80. (2) Reactant: N1CCCCC1.C1C2C(COC(=O)[NH:23][C@@H:24]([CH:27]3[CH2:35][C:34]4[C:29](=[CH:30][CH:31]=[CH:32][CH:33]=4)[CH2:28]3)[CH2:25][OH:26])C3C(=CC=CC=3)C=2C=CC=1. Product: [NH2:23][C@@H:24]([CH:27]1[CH2:35][C:34]2[C:29](=[CH:30][CH:31]=[CH:32][CH:33]=2)[CH2:28]1)[CH2:25][OH:26]. The catalyst class is: 3. (3) Reactant: [Li+].[OH-].CC[O:5][C:6]([CH:8]1[CH2:13][N:12]([C:14]([O:16][C:17]([CH3:20])([CH3:19])[CH3:18])=[O:15])[C:11]2[CH:21]=[C:22]([Cl:28])[C:23]([N:25]([CH3:27])[CH3:26])=[CH:24][C:10]=2[O:9]1)=[O:7]. Product: [C:17]([O:16][C:14]([N:12]1[C:11]2[CH:21]=[C:22]([Cl:28])[C:23]([N:25]([CH3:26])[CH3:27])=[CH:24][C:10]=2[O:9][CH:8]([C:6]([OH:7])=[O:5])[CH2:13]1)=[O:15])([CH3:20])([CH3:18])[CH3:19]. The catalyst class is: 20. (4) Reactant: [CH3:1][N:2]1[C:10]2[C:5](=[CH:6][C:7]([NH:11][C:12](=[O:20])OC3C=CC=CC=3)=[CH:8][CH:9]=2)[CH:4]=[CH:3]1.O.[NH2:22][NH2:23]. Product: [CH3:1][N:2]1[C:10]2[C:5](=[CH:6][C:7]([NH:11][C:12]([NH:22][NH2:23])=[O:20])=[CH:8][CH:9]=2)[CH:4]=[CH:3]1. The catalyst class is: 12. (5) Reactant: Cl[C:2]1[N:7]=[C:6]([C:8]2[C:12]3[CH:13]=[C:14]4[C:27](=[C:28]([F:29])[C:11]=3[O:10][N:9]=2)[N:26]2[CH2:30][C@@H:31]([CH3:35])[O:32][C@@H:33]([CH3:34])[C@@H:25]2[C:16]2([C:21](=[O:22])[NH:20][C:19](=[O:23])[NH:18][C:17]2=[O:24])[CH2:15]4)[CH:5]=[N:4][CH:3]=1.[CH3:36][NH:37][CH3:38]. Product: [CH3:36][N:37]([CH3:38])[C:2]1[N:7]=[C:6]([C:8]2[C:12]3[CH:13]=[C:14]4[C:27](=[C:28]([F:29])[C:11]=3[O:10][N:9]=2)[N:26]2[CH2:30][C@@H:31]([CH3:35])[O:32][C@@H:33]([CH3:34])[C@@H:25]2[C:16]2([C:21](=[O:22])[NH:20][C:19](=[O:23])[NH:18][C:17]2=[O:24])[CH2:15]4)[CH:5]=[N:4][CH:3]=1. The catalyst class is: 1. (6) Reactant: [Cl:1][C:2]1[CH:7]=[CH:6][C:5]([S:8]([N:11]2[CH:20]3[CH2:21][CH:22]([C:24]4[O:28][N:27]=[C:26]([CH3:29])[N:25]=4)[CH2:23][CH:12]2[CH2:13][C:14]2([CH2:19]3)OCC[O:15]2)(=[O:10])=[O:9])=[CH:4][CH:3]=1.Cl. Product: [Cl:1][C:2]1[CH:3]=[CH:4][C:5]([S:8]([N:11]2[CH:12]3[CH2:23][CH:22]([C:24]4[O:28][N:27]=[C:26]([CH3:29])[N:25]=4)[CH2:21][CH:20]2[CH2:19][C:14](=[O:15])[CH2:13]3)(=[O:9])=[O:10])=[CH:6][CH:7]=1. The catalyst class is: 225. (7) Reactant: [Cl:1][CH2:2][CH2:3][CH2:4][CH2:5][C:6](Cl)=[O:7].[F:9][C:10]1[CH:11]=[CH:12][C:13]([O:17][C:18]2[CH:23]=[CH:22][CH:21]=[CH:20][CH:19]=2)=[C:14]([CH:16]=1)[NH2:15]. Product: [Cl:1][CH2:2][CH2:3][CH2:4][CH2:5][C:6]([NH:15][C:14]1[CH:16]=[C:10]([F:9])[CH:11]=[CH:12][C:13]=1[O:17][C:18]1[CH:23]=[CH:22][CH:21]=[CH:20][CH:19]=1)=[O:7]. The catalyst class is: 202. (8) Reactant: C([O:5][C:6](=[O:39])[C@@H:7]([NH:9][C:10]([C:12]1[CH:16]=[C:15]([O:17][CH2:18][C:19]([N:21]2[CH2:25][CH2:24][CH2:23][C@H:22]2[C:26](=[O:32])[NH:27][CH:28]2[CH2:31][CH2:30][CH2:29]2)=[O:20])[N:14]([C:33]2[CH:38]=[CH:37][CH:36]=[CH:35][CH:34]=2)[N:13]=1)=[O:11])[CH3:8])(C)(C)C.C(O)(C(F)(F)F)=O. Product: [CH:28]1([NH:27][C:26]([C@@H:22]2[CH2:23][CH2:24][CH2:25][N:21]2[C:19](=[O:20])[CH2:18][O:17][C:15]2[N:14]([C:33]3[CH:38]=[CH:37][CH:36]=[CH:35][CH:34]=3)[N:13]=[C:12]([C:10]([NH:9][C@@H:7]([CH3:8])[C:6]([OH:39])=[O:5])=[O:11])[CH:16]=2)=[O:32])[CH2:29][CH2:30][CH2:31]1. The catalyst class is: 4.